Dataset: Catalyst prediction with 721,799 reactions and 888 catalyst types from USPTO. Task: Predict which catalyst facilitates the given reaction. (1) Reactant: [CH3:1][C:2]1[C:19]([C:20]2[CH:25]=[CH:24][CH:23]=[CH:22][CH:21]=2)=[CH:18][CH:17]=[CH:16][C:3]=1[C:4]([NH:6][CH2:7][CH2:8][CH2:9][CH2:10][CH2:11][C:12]([O:14]C)=[O:13])=[O:5].O.[OH-].[Li+]. Product: [CH3:1][C:2]1[C:19]([C:20]2[CH:21]=[CH:22][CH:23]=[CH:24][CH:25]=2)=[CH:18][CH:17]=[CH:16][C:3]=1[C:4]([NH:6][CH2:7][CH2:8][CH2:9][CH2:10][CH2:11][C:12]([OH:14])=[O:13])=[O:5]. The catalyst class is: 20. (2) Reactant: [C:1]([N:9]([C:18]1[N:22]([C:23]2[CH:24]=[C:25]3[C:29](=[CH:30][CH:31]=2)[N:28]([CH3:32])[CH:27]=[CH:26]3)[C:21]([C:33]2[CH:38]=[C:37]([CH:39]([CH3:41])[CH3:40])[C:36]([O:42][CH2:43][C:44]3[CH:49]=[CH:48][CH:47]=[CH:46][CH:45]=3)=[CH:35][C:34]=2[O:50][CH2:51][C:52]2[CH:57]=[CH:56][CH:55]=[CH:54][CH:53]=2)=[N:20][N:19]=1)C(=O)C1C=CC=CC=1)(=[O:8])[C:2]1[CH:7]=[CH:6][CH:5]=[CH:4][CH:3]=1.C(=O)([O-])[O-].[K+].[K+]. Product: [CH2:51]([O:50][C:34]1[CH:35]=[C:36]([O:42][CH2:43][C:44]2[CH:45]=[CH:46][CH:47]=[CH:48][CH:49]=2)[C:37]([CH:39]([CH3:41])[CH3:40])=[CH:38][C:33]=1[C:21]1[N:22]([C:23]2[CH:24]=[C:25]3[C:29](=[CH:30][CH:31]=2)[N:28]([CH3:32])[CH:27]=[CH:26]3)[C:18]([NH:9][C:1](=[O:8])[C:2]2[CH:3]=[CH:4][CH:5]=[CH:6][CH:7]=2)=[N:19][N:20]=1)[C:52]1[CH:57]=[CH:56][CH:55]=[CH:54][CH:53]=1. The catalyst class is: 5. (3) Reactant: [CH2:1]([C:4]1[C:5]([O:18][C:19](=[O:21])[CH3:20])=[CH:6][CH:7]=[C:8]2[C:12]=1[N:11]([C:13](=[O:17])[NH:14][CH2:15][CH3:16])[N:10]=[CH:9]2)[CH:2]=[CH2:3].ClC1C=CC=C(C(OO)=[O:30])C=1. The catalyst class is: 4. Product: [CH2:15]([NH:14][C:13]([N:11]1[C:12]2[C:8](=[CH:7][CH:6]=[C:5]([O:18][C:19](=[O:21])[CH3:20])[C:4]=2[CH2:1][CH:2]2[CH2:3][O:30]2)[CH:9]=[N:10]1)=[O:17])[CH3:16]. (4) Reactant: Br[C:2]1[C:3](=[O:21])[CH2:4][CH2:5][C:6]2([CH2:17][CH2:18][CH2:19][CH3:20])[C:14]=1[C:13]1[C:8](=[CH:9][C:10]([O:15][CH3:16])=[CH:11][CH:12]=1)[CH2:7]2.C([Sn](CCCC)(CCCC)[C:27]1[CH:32]=[CH:31][C:30]([O:33][CH2:34][O:35][CH3:36])=[CH:29][CH:28]=1)CCC. Product: [CH2:17]([C:6]12[CH2:5][CH2:4][C:3](=[O:21])[C:2]([C:27]3[CH:32]=[CH:31][C:30]([O:33][CH2:34][O:35][CH3:36])=[CH:29][CH:28]=3)=[C:14]1[C:13]1[C:12](=[CH:11][C:10]([O:15][CH3:16])=[CH:9][CH:8]=1)[CH2:7]2)[CH2:18][CH2:19][CH3:20]. The catalyst class is: 109.